From a dataset of Forward reaction prediction with 1.9M reactions from USPTO patents (1976-2016). Predict the product of the given reaction. (1) The product is: [CH2:73]([O:75][C:76](=[O:80])[CH2:77][CH2:4][NH:5][C:6](=[O:37])[C:7]1[CH:12]=[C:11]([Cl:13])[C:10]([O:14][C:15]2[CH:20]=[CH:19][N:18]=[CH:17][C:16]=2[C:21]([N:23]2[C:32]3[C:27](=[CH:28][CH:29]=[CH:30][CH:31]=3)[N:26]([CH:33]3[CH2:34][CH2:35]3)[CH2:25][CH2:24]2)=[O:22])=[CH:9][C:8]=1[Cl:36])[CH3:74]. Given the reactants COC(=O)[CH2:4][NH:5][C:6](=[O:37])[C:7]1[CH:12]=[C:11]([Cl:13])[C:10]([O:14][C:15]2[CH:20]=[CH:19][N:18]=[CH:17][C:16]=2[C:21]([N:23]2[C:32]3[C:27](=[CH:28][CH:29]=[CH:30][CH:31]=3)[N:26]([CH:33]3[CH2:35][CH2:34]3)[CH2:25][CH2:24]2)=[O:22])=[CH:9][C:8]=1[Cl:36].CN(C(ON1N=NC2C=CC=NC1=2)=[N+](C)C)C.F[P-](F)(F)(F)(F)F.C(N(CC)C(C)C)(C)C.Cl.[CH2:73]([O:75][C:76](=[O:80])[CH2:77]CN)[CH3:74], predict the reaction product. (2) Given the reactants [F:1][CH:2]([F:14])[S:3]([C:6]1[CH:13]=[CH:12][C:9]([C:10]#[N:11])=[CH:8][CH:7]=1)(=[O:5])=[O:4].B.O1CCCC1, predict the reaction product. The product is: [F:14][CH:2]([F:1])[S:3]([C:6]1[CH:7]=[CH:8][C:9]([CH2:10][NH2:11])=[CH:12][CH:13]=1)(=[O:5])=[O:4]. (3) Given the reactants [NH2:1][CH2:2][CH:3]([N:12]([CH3:22])[C:13]([O:15][CH2:16][CH2:17][Si:18]([CH3:21])([CH3:20])[CH3:19])=[O:14])[CH2:4][C:5]1([OH:11])[CH2:10][CH2:9][CH2:8][CH2:7][CH2:6]1.CCN(CC)CC.[Si:30](Cl)([CH3:33])([CH3:32])[CH3:31].Cl[C:36]([O:38][C:39]1[CH:44]=[CH:43][C:42]([N+:45]([O-:47])=[O:46])=[CH:41][CH:40]=1)=[O:37], predict the reaction product. The product is: [CH3:22][N:12]([CH:3]([CH2:2][NH:1][C:36]([O:38][C:39]1[CH:40]=[CH:41][C:42]([N+:45]([O-:47])=[O:46])=[CH:43][CH:44]=1)=[O:37])[CH2:4][C:5]1([O:11][Si:30]([CH3:33])([CH3:32])[CH3:31])[CH2:10][CH2:9][CH2:8][CH2:7][CH2:6]1)[C:13]([O:15][CH2:16][CH2:17][Si:18]([CH3:20])([CH3:19])[CH3:21])=[O:14].